Dataset: Experimentally validated miRNA-target interactions with 360,000+ pairs, plus equal number of negative samples. Task: Binary Classification. Given a miRNA mature sequence and a target amino acid sequence, predict their likelihood of interaction. (1) The miRNA is hsa-miR-8058 with sequence CUGGACUUUGAUCUUGCCAUAA. The protein sequence of the target gene is MVNTRKSSLRLLGSKSPGPGPGPGAGAEPGATGGSSHFISSRTRSSKTRAASCPAAKAGGSGGAGVTLDEARKVEVDGSLSDSHVSPPAKRTLKQPDSVCKDKSKSRSTGQREEWNLSTGQARLTSQPGATLPNGHSGLSLRSHPLRGEKKGDGDLSCINGDMEVRKSCRSRKNRFESVNQSLLFDQLVNSTAEAVLQEMDNINIRQNRRSGEVERLRMWTDTEFENMDMYSRVKRRRKSLRRNSYGIQNHHEVSTEGEEEESQEEDGDIEVEEAEGEENDRPYNLRQRKTVDRYQAPPI.... Result: 1 (interaction). (2) The miRNA is hsa-miR-802 with sequence CAGUAACAAAGAUUCAUCCUUGU. The protein sequence of the target gene is MAQFPTPFGGSLDVWAITVEERAKHDQQFLSLKPIAGFITGDQARNFFFQSGLPQPVLAQIWALADMNNDGRMDQVEFSIAMKLIKLKLQGYQLPSTLPPVMKQQPVAISSAPAFGIGGIASMPPLTAVAPVPMGSIPVVGMSPPLVSSVPPAAVPPLANGAPPVIQPLPAFAHPAATLPKSSSFSRSGPGSQLNTKLQKAQSFDVASAPPAAEWAVPQSSRLKYRQLFNSHDKTMSGHLTGPQARTILMQSSLPQAQLASIWNLSDIDQDGKLTAEEFILAMHLIDVAMSGQPLPPVLP.... Result: 0 (no interaction). (3) The miRNA is ssc-miR-421-3p with sequence AUCAACAGACAUUAAUUGGGCGC. The protein sequence of the target gene is MSVEGLLSEVKHFNAHHLDAALGEQLFYGGKRVFSDVKPGTSSGGDHGCKGGKSELKGAIHNAKHAADKALNKEGGEDVSKLREEHSALAKKVDDLASLVAELQLQLSTLRQGQTSSVAAPAAAPAAAKEEAAGDDDFDLFGSEDEEEDEEKKKVVEERLAAYAAKKATKAGPIAKSSVILDVKPWDDETDLGEMEKLVRSIEMDGLVWGGAKLIPIGYGIKKLQIITVIEDLKVSVDDLIEKITGDFEDHVQSVDIVAFNKI. Result: 0 (no interaction). (4) The miRNA is hsa-miR-636 with sequence UGUGCUUGCUCGUCCCGCCCGCA. The protein sequence of the target gene is MSGAGVAAGTRPPSSPTPGSRRRRQRPSVGVQSLRPQSPQLRQSDPQKRNLDLEKSLQFLQQQHSEMLAKLHEEIEHLKRENKDLRYKLIMNQTSQKKDGPSGNHLSRASAPLGARWVCINGVWVEPGGPSPARLKEGSSRTHRPGGKHGRLAGGSADTVRSPADSLSTSSFQSVKSISNSGKARPQPGSFNKQDSKADVPQKADLEEEPLLHNSKLDKVPGVQGQARKEKAEASNAGAACMGNSQHQGRQMGAAAHPPMILPLPLRKPTTLRQCEVLIRELWNTNLLQTQELQHLKSLL.... Result: 1 (interaction). (5) The miRNA is hsa-miR-539-3p with sequence AUCAUACAAGGACAAUUUCUUU. The protein sequence of the target gene is MAGSVADSDAVVKLDDGHLNNSLSSPVQADVYFPRLIVPFCGHIKGGMRPGKKVLVMGIVDLNPESFAISLTCGDSEDPPADVAIELKAVFTDRQLLRNSCISGERGEEQSAIPYFPFIPDQPFRVEILCEHPRFRVFVDGHQLFDFYHRIQTLSAIDTIKINGDLQITKLG. Result: 0 (no interaction). (6) The miRNA is hsa-miR-143-3p with sequence UGAGAUGAAGCACUGUAGCUC. The protein sequence of the target gene is MRPRPEGALRAGAALSPVLLFLLLLPLLGHLWAASTPAPSSLSPGAQEDNQLGAGRVKRGWVWNQFFVVEEYTGTEPLYVGKIHSDSDEGDGTIKYTISGEGAGTIFLIDELTGDIHATERLDREQKTFYTLRAQARDRATNRLLEPESEFIIKVQDINDSEPRFLHGPYIGSVAELSPTGTSVMQVMASDADDPTYGSSARLVYSVLDGEHHFTVDPKTGVIRTAVPDLDRESQERYEVVIQATDMAGQLGGLSGSTTVTIVVTDVNDNPPRFPQKMYQFSIQESAPIGTAVGRVKAED.... Result: 0 (no interaction). (7) The miRNA is mmu-miR-466q with sequence GUGCACACACACACAUACGU. The protein sequence of the target gene is MKNRLGTWWVAILCMLLASHLSTVKARGIKHRFKWNRKVLPSSGGQITEARVAENRPGAFIKQGRKLDIDFGAEGNRYYAANYWQFPDGIYYEGCSEANVTKEMLVTSCVNATQAANQAEFSREKQDSKLHQRVLWRLIKEICSAKHCDFWLERGAALRVAVDQPAMVCLLGFVWFIVK. Result: 1 (interaction).